From a dataset of Forward reaction prediction with 1.9M reactions from USPTO patents (1976-2016). Predict the product of the given reaction. (1) Given the reactants [CH:1]1([CH2:4][O:5][C:6]2[C:11]([C:12]3[C:13]4[CH:22]=[CH:21][N:20]([S:23]([C:26]5[CH:32]=[CH:31][C:29]([CH3:30])=[CH:28][CH:27]=5)(=[O:25])=[O:24])[C:14]=4[C:15](=[O:19])[N:16]([CH3:18])[CH:17]=3)=[C:10]([CH3:33])[C:9]([N+:34]([O-])=O)=[CH:8][CH:7]=2)[CH2:3][CH2:2]1.CN1C=C(C2C=C([N+]([O-])=O)C=CC=2OC2C=CC=CC=2)C2C=CNC=2C1=O, predict the reaction product. The product is: [NH2:34][C:9]1[C:10]([CH3:33])=[C:11]([C:12]2[C:13]3[CH:22]=[CH:21][N:20]([S:23]([C:26]4[CH:27]=[CH:28][C:29]([CH3:30])=[CH:31][CH:32]=4)(=[O:25])=[O:24])[C:14]=3[C:15](=[O:19])[N:16]([CH3:18])[CH:17]=2)[C:6]([O:5][CH2:4][CH:1]2[CH2:2][CH2:3]2)=[CH:7][CH:8]=1. (2) Given the reactants [CH3:1][C:2]([CH3:13])([O:4][C:5]([NH:7][C@@H:8]([CH3:12])[C:9]([OH:11])=O)=[O:6])[CH3:3].C(N1C=CN=C1)(N1C=CN=C1)=O.[NH2:26][C@@H:27]([CH:41]([CH3:43])[CH3:42])[CH2:28][NH:29][C:30]([C:32]1[O:33][C:34]2[CH:40]=[CH:39][CH:38]=[CH:37][C:35]=2[CH:36]=1)=[O:31], predict the reaction product. The product is: [O:33]1[C:34]2[CH:40]=[CH:39][CH:38]=[CH:37][C:35]=2[CH:36]=[C:32]1[C:30]([NH:29][CH2:28][C@@H:27]([NH:26][C:9](=[O:11])[C@@H:8]([NH:7][C:5]([O:4][C:2]([CH3:1])([CH3:3])[CH3:13])=[O:6])[CH3:12])[CH:41]([CH3:42])[CH3:43])=[O:31]. (3) Given the reactants [C:1]([C:5]1[CH:10]=[CH:9][C:8]([N:11]2[C:15](=[O:16])[C:14]([CH3:18])([CH3:17])[N:13]([CH2:19][C:20]3[CH:25]=[CH:24][N:23]4[O:26][C:27](=S)[N:28]=[C:22]4[CH:21]=3)[C:12]2=[O:30])=[CH:7][CH:6]=1)([CH3:4])([CH3:3])[CH3:2].[NH:31]1[CH2:35][CH2:34][CH2:33][CH2:32]1, predict the reaction product. The product is: [C:1]([C:5]1[CH:10]=[CH:9][C:8]([N:11]2[C:15](=[O:16])[C:14]([CH3:18])([CH3:17])[N:13]([CH2:19][C:20]3[CH:25]=[CH:24][N:23]=[C:22]([NH:28][C:27]([N:31]4[CH2:35][CH2:34][CH2:33][CH2:32]4)=[O:26])[CH:21]=3)[C:12]2=[O:30])=[CH:7][CH:6]=1)([CH3:4])([CH3:3])[CH3:2]. (4) Given the reactants [CH3:1][C:2]1[S:3][C:4]([C:8]2[CH:13]=[CH:12][C:11]([C@@H:14]([N:16]3[CH2:21][CH2:20][C@@:19]([C:26]4[CH:31]=[CH:30][C:29]([F:32])=[CH:28][CH:27]=4)([CH2:22][CH2:23][CH2:24][OH:25])[O:18][C:17]3=[O:33])[CH3:15])=[CH:10][CH:9]=2)=[C:5]([CH3:7])[N:6]=1.[NH3:34], predict the reaction product. The product is: [CH3:1][C:2]1[S:3][C:4]([C:8]2[CH:9]=[CH:10][C:11]([C@@H:14]([N:16]3[CH2:21][CH2:20][C@:19]([CH2:22][CH2:23][C:24]([NH2:34])=[O:25])([C:26]4[CH:27]=[CH:28][C:29]([F:32])=[CH:30][CH:31]=4)[O:18][C:17]3=[O:33])[CH3:15])=[CH:12][CH:13]=2)=[C:5]([CH3:7])[N:6]=1. (5) Given the reactants [CH3:1][O:2][C:3]1[C:4]([N:9]2[CH2:14][CH2:13][CH:12]([C:15]([OH:17])=O)[CH2:11][CH2:10]2)=[N:5][CH:6]=[CH:7][CH:8]=1.C(Cl)(=O)C(Cl)=O.[CH3:24][C:25]1[CH:26]=[CH:27][C:28]2[NH:37][CH2:36][CH2:35][C:34]3[N:33]=[C:32]([N:38]4[CH2:43][CH2:42][O:41][CH2:40][CH2:39]4)[NH:31][C:30]=3[C:29]=2[CH:44]=1.C(N(CC)CC)C, predict the reaction product. The product is: [CH3:1][O:2][C:3]1[C:4]([N:9]2[CH2:10][CH2:11][CH:12]([C:15]([N:37]3[CH2:36][CH2:35][C:34]4[N:33]=[C:32]([N:38]5[CH2:39][CH2:40][O:41][CH2:42][CH2:43]5)[NH:31][C:30]=4[C:29]4[CH:44]=[C:25]([CH3:24])[CH:26]=[CH:27][C:28]3=4)=[O:17])[CH2:13][CH2:14]2)=[N:5][CH:6]=[CH:7][CH:8]=1. (6) Given the reactants [Cl:1][C:2]1[CH:7]=[CH:6][C:5]([OH:8])=[C:4]([CH2:9][OH:10])[CH:3]=1.[CH2:11](Br)[C:12]1[CH:17]=[CH:16][CH:15]=[CH:14][CH:13]=1.C(=O)([O-])[O-].[K+].[K+], predict the reaction product. The product is: [Cl:1][C:2]1[CH:7]=[CH:6][C:5]([O:8][CH2:11][C:12]2[CH:17]=[CH:16][CH:15]=[CH:14][CH:13]=2)=[C:4]([CH2:9][OH:10])[CH:3]=1. (7) Given the reactants [CH:1]12[CH2:8][CH2:7][CH:4]([CH:5]=[CH:6]1)[CH2:3][CH:2]2[C:9]1([CH3:16])[NH:13][C:12](=[O:14])[NH:11][C:10]1=[O:15].Br[CH2:18][C:19]([C:21]1[CH:26]=[CH:25][CH:24]=[CH:23][CH:22]=1)=[O:20], predict the reaction product. The product is: [C@H:1]12[CH2:8][CH2:7][C@H:4]([CH:5]=[CH:6]1)[CH2:3][C@@H:2]2[C:9]1([CH3:16])[NH:13][C:12](=[O:14])[N:11]([CH2:18][C:19](=[O:20])[C:21]2[CH:26]=[CH:25][CH:24]=[CH:23][CH:22]=2)[C:10]1=[O:15]. (8) Given the reactants [CH:1]([C:3]1[CH:10]=[CH:9][C:6]([C:7]#[N:8])=[CH:5][C:4]=1[O:11][CH3:12])=O.[CH3:13][C:14]1[N:15]=[C:16]([CH2:19][C:20]([CH3:22])=[O:21])[S:17][CH:18]=1.N1CCCCC1.C(O)(=O)C, predict the reaction product. The product is: [CH3:12][O:11][C:4]1[CH:5]=[C:6]([CH:9]=[CH:10][C:3]=1[CH:1]=[C:19]([C:16]1[S:17][CH:18]=[C:14]([CH3:13])[N:15]=1)[C:20](=[O:21])[CH3:22])[C:7]#[N:8]. (9) Given the reactants F[C:2]1[CH:7]=[CH:6][C:5]([N+:8]([O-:10])=[O:9])=[CH:4][CH:3]=1.[NH:11]1[CH2:16][CH2:15][CH:14]([C:17]([O:19][CH3:20])=[O:18])[CH2:13][CH2:12]1.C([O-])([O-])=O.[K+].[K+], predict the reaction product. The product is: [N+:8]([C:5]1[CH:6]=[CH:7][C:2]([N:11]2[CH2:16][CH2:15][CH:14]([C:17]([O:19][CH3:20])=[O:18])[CH2:13][CH2:12]2)=[CH:3][CH:4]=1)([O-:10])=[O:9]. (10) Given the reactants C(O[C:6](=O)[NH:7][CH2:8][CH2:9][N:10]([CH:18]([C:22]1[N:31]([CH2:32][C:33]2[CH:38]=[CH:37][CH:36]=[CH:35][CH:34]=2)[C:30](=[O:39])[C:29]2[C:24](=[CH:25][C:26]([Cl:40])=[CH:27][CH:28]=2)[N:23]=1)[CH:19]([CH3:21])[CH3:20])[C:11](=[O:17])[C:12]([CH3:16])([CH3:15])CCl)(C)(C)C.C(OC(=O)NCCNC(C1N(CC2C=CC=CC=2)C(=O)C2C(=CC(Cl)=CC=2)N=1)C(C)C)(C)(C)C.ClCC(C)(C)C(Cl)=O.CCN(CC)CC, predict the reaction product. The product is: [CH2:32]([N:31]1[C:30](=[O:39])[C:29]2[C:24](=[CH:25][C:26]([Cl:40])=[CH:27][CH:28]=2)[N:23]=[C:22]1[CH:18]([N:10]1[C:11](=[O:17])[C:12]([CH3:16])([CH3:15])[CH2:6][NH:7][CH2:8][CH2:9]1)[CH:19]([CH3:20])[CH3:21])[C:33]1[CH:34]=[CH:35][CH:36]=[CH:37][CH:38]=1.